From a dataset of Forward reaction prediction with 1.9M reactions from USPTO patents (1976-2016). Predict the product of the given reaction. (1) Given the reactants [CH2:1]([NH:8][C:9](=O)[CH:10]([C:19]1[CH:24]=[CH:23][C:22]([Cl:25])=[C:21]([Cl:26])[CH:20]=1)[C:11]1([OH:18])[CH2:16][CH2:15][N:14]([CH3:17])[CH2:13][CH2:12]1)[C:2]1[CH:7]=[CH:6][CH:5]=[CH:4][CH:3]=1.[ClH:28], predict the reaction product. The product is: [ClH:25].[ClH:28].[CH2:1]([NH:8][CH2:9][CH:10]([C:11]1([OH:18])[CH2:16][CH2:15][N:14]([CH3:17])[CH2:13][CH2:12]1)[C:19]1[CH:24]=[CH:23][C:22]([Cl:25])=[C:21]([Cl:26])[CH:20]=1)[C:2]1[CH:3]=[CH:4][CH:5]=[CH:6][CH:7]=1. (2) Given the reactants [N:1]1([C:7]2[N:8]=[C:9]([CH2:14][C:15]([O-:17])=O)[NH:10][C:11](=[S:13])[CH:12]=2)[CH2:6][CH2:5][O:4][CH2:3][CH2:2]1.[Na+].[CH3:19][C@@H:20]1[CH2:28][C:27]2[C:22](=[CH:23][CH:24]=[CH:25][CH:26]=2)[NH:21]1, predict the reaction product. The product is: [CH3:19][C@@H:20]1[CH2:28][C:27]2[C:22](=[CH:23][CH:24]=[CH:25][CH:26]=2)[N:21]1[C:15](=[O:17])[CH2:14][C:9]1[NH:10][C:11](=[S:13])[CH:12]=[C:7]([N:1]2[CH2:2][CH2:3][O:4][CH2:5][CH2:6]2)[N:8]=1.